Dataset: Full USPTO retrosynthesis dataset with 1.9M reactions from patents (1976-2016). Task: Predict the reactants needed to synthesize the given product. (1) Given the product [OH:20][C:21]1([CH2:24][O:25][C@H:26]2[CH2:31][CH2:30][C@H:29]([N:32]3[C:37](=[O:38])[C:36]([CH2:39][C:40]4[CH:45]=[CH:44][C:43]([C:46]5[CH:51]=[CH:50][CH:49]=[CH:48][C:47]=5[C:52]5[NH:53][C:4](=[O:7])[O:5][N:3]=5)=[CH:42][CH:41]=4)=[C:35]([CH2:54][CH2:55][CH3:56])[N:34]4[N:57]=[CH:58][CH:59]=[C:33]34)[CH2:28][CH2:27]2)[CH2:23][CH2:22]1, predict the reactants needed to synthesize it. The reactants are: [Cl-].O[NH3+:3].[C:4](=[O:7])([O-])[OH:5].[Na+].CS(C)=O.[Si]([O:20][C:21]1([CH2:24][O:25][C@H:26]2[CH2:31][CH2:30][C@H:29]([N:32]3[C:37](=[O:38])[C:36]([CH2:39][C:40]4[CH:45]=[CH:44][C:43]([C:46]5[C:47]([C:52]#[N:53])=[CH:48][CH:49]=[CH:50][CH:51]=5)=[CH:42][CH:41]=4)=[C:35]([CH2:54][CH2:55][CH3:56])[N:34]4[N:57]=[CH:58][CH:59]=[C:33]34)[CH2:28][CH2:27]2)[CH2:23][CH2:22]1)(C(C)(C)C)(C)C. (2) The reactants are: C[O:2][C:3]([C:5]1[CH:6]=[N:7][C:8]([NH2:33])=[C:9]([O:11][C@@H:12]2[C:16]([F:18])([F:17])[CH2:15][N:14]([C:19](=[O:32])[CH2:20][C:21]3[CH:26]=[CH:25][C:24]([O:27][C:28]([F:31])([F:30])[F:29])=[CH:23][CH:22]=3)[CH2:13]2)[CH:10]=1)=[O:4].[OH-].[Na+].[CH]Cl. Given the product [NH2:33][C:8]1[N:7]=[CH:6][C:5]([C:3]([OH:4])=[O:2])=[CH:10][C:9]=1[O:11][C@@H:12]1[C:16]([F:17])([F:18])[CH2:15][N:14]([C:19](=[O:32])[CH2:20][C:21]2[CH:22]=[CH:23][C:24]([O:27][C:28]([F:30])([F:31])[F:29])=[CH:25][CH:26]=2)[CH2:13]1, predict the reactants needed to synthesize it. (3) The reactants are: [CH:1]1[C:10]2[C:5](=[CH:6][CH:7]=[CH:8][CH:9]=2)[CH:4]=[CH:3][C:2]=1[CH2:11][S:12](Cl)(=[O:14])=[O:13].[F:16][C:17]1[CH:22]=[CH:21][C:20]([N:23]2[C:27]([CH2:28][CH:29]([CH3:31])[CH3:30])=[CH:26][C:25]([CH2:32][NH2:33])=[N:24]2)=[CH:19][CH:18]=1.C(N(CC)CC)C. Given the product [F:16][C:17]1[CH:18]=[CH:19][C:20]([N:23]2[C:27]([CH2:28][CH:29]([CH3:30])[CH3:31])=[CH:26][C:25]([CH2:32][NH:33][S:12]([CH2:11][C:2]3[CH:3]=[CH:4][C:5]4[C:10](=[CH:9][CH:8]=[CH:7][CH:6]=4)[CH:1]=3)(=[O:14])=[O:13])=[N:24]2)=[CH:21][CH:22]=1, predict the reactants needed to synthesize it. (4) Given the product [CH3:2][O:3][C:4](=[O:15])[C@H:5]([CH3:14])[N:6]([C:7]1[CH:12]=[CH:11][C:10]([Cl:13])=[CH:9][CH:8]=1)[CH:42]=[O:43], predict the reactants needed to synthesize it. The reactants are: Cl.[CH3:2][O:3][C:4](=[O:15])[C@H:5]([CH3:14])[NH:6][C:7]1[CH:12]=[CH:11][C:10]([Cl:13])=[CH:9][CH:8]=1.Cl.CN(C)CCCN=C=NCC.O.ON1C2C=CC=CC=2N=N1.CN1CC[O:43][CH2:42]C1.